From a dataset of Forward reaction prediction with 1.9M reactions from USPTO patents (1976-2016). Predict the product of the given reaction. Given the reactants [Si]([O:8][C@@H:9]1[CH2:18][C@@H:17]2[N:12]([C:13](=[O:34])/[C:14](=[CH:19]/[C:20]3[CH:25]=[CH:24][C:23]([N:26]4[CH:30]=[C:29]([CH3:31])[N:28]=[CH:27]4)=[C:22]([O:32][CH3:33])[CH:21]=3)/[CH2:15][CH2:16]2)[C@H:11]([C:35]2[CH:40]=[C:39]([F:41])[C:38]([F:42])=[C:37]([F:43])[CH:36]=2)[CH2:10]1)(C(C)(C)C)(C)C.[Cl-].[NH4+].C(OCC)(=O)C, predict the reaction product. The product is: [F:41][C:39]1[CH:40]=[C:35]([C@@H:11]2[CH2:10][C@H:9]([OH:8])[CH2:18][C@@H:17]3[N:12]2[C:13](=[O:34])/[C:14](=[CH:19]/[C:20]2[CH:25]=[CH:24][C:23]([N:26]4[CH:30]=[C:29]([CH3:31])[N:28]=[CH:27]4)=[C:22]([O:32][CH3:33])[CH:21]=2)/[CH2:15][CH2:16]3)[CH:36]=[C:37]([F:43])[C:38]=1[F:42].